Dataset: Full USPTO retrosynthesis dataset with 1.9M reactions from patents (1976-2016). Task: Predict the reactants needed to synthesize the given product. (1) Given the product [Cl:1][C:2]1[S:6][C:5]([C:7]2[N:11]([CH2:12][CH2:13][O:14][CH3:15])[C:10](=[O:16])[N:9]([CH2:17][C:18]([OH:20])=[O:19])[N:8]=2)=[CH:4][CH:3]=1, predict the reactants needed to synthesize it. The reactants are: [Cl:1][C:2]1[S:6][C:5]([C:7]2[N:11]([CH2:12][CH2:13][O:14][CH3:15])[C:10](=[O:16])[N:9]([CH2:17][C:18]([O:20]CC)=[O:19])[N:8]=2)=[CH:4][CH:3]=1.[OH-].[K+]. (2) Given the product [C:18]([O:17][C:15]([N:11]1[CH2:12][CH2:13][CH2:14][C@H:10]1[CH2:9][O:8][C:6]1[CH:5]=[N:4][CH:3]=[C:2]([N:34]2[CH2:35][CH2:36][CH:31]([CH2:30][CH2:29][O:22][C:23]3[CH:24]=[CH:25][CH:26]=[CH:27][CH:28]=3)[CH2:32][CH2:33]2)[CH:7]=1)=[O:16])([CH3:21])([CH3:20])[CH3:19], predict the reactants needed to synthesize it. The reactants are: Br[C:2]1[CH:3]=[N:4][CH:5]=[C:6]([O:8][CH2:9][C@@H:10]2[CH2:14][CH2:13][CH2:12][N:11]2[C:15]([O:17][C:18]([CH3:21])([CH3:20])[CH3:19])=[O:16])[CH:7]=1.[O:22]([CH2:29][CH2:30][CH:31]1[CH2:36][CH2:35][NH:34][CH2:33][CH2:32]1)[C:23]1[CH:28]=[CH:27][CH:26]=[CH:25][CH:24]=1.CC(C)([O-])C.[Na+].C1(P(C2C=CC=CC=2)C2C3OC4C(=CC=CC=4P(C4C=CC=CC=4)C4C=CC=CC=4)C(C)(C)C=3C=CC=2)C=CC=CC=1. (3) The reactants are: COC[O:4][C:5]1[C:6]([C:15](=[O:17])[CH3:16])=[CH:7][C:8]([C:11]([F:14])([F:13])[F:12])=[N:9][CH:10]=1.Cl. Given the product [OH:4][C:5]1[C:6]([C:15](=[O:17])[CH3:16])=[CH:7][C:8]([C:11]([F:14])([F:12])[F:13])=[N:9][CH:10]=1, predict the reactants needed to synthesize it. (4) Given the product [NH:27]([CH:23]1[CH2:22][CH2:21][N:20]([CH2:19][C:17]2[CH:16]=[CH:15][N:14]=[C:13]([C:5]3[CH:4]=[C:3]([O:2][CH3:1])[C:8]([O:9][CH3:10])=[C:7]([O:11][CH3:12])[CH:6]=3)[CH:18]=2)[CH2:25][CH2:24]1)[C:28]1[CH:33]=[CH:32][CH:31]=[CH:30][CH:29]=1, predict the reactants needed to synthesize it. The reactants are: [CH3:1][O:2][C:3]1[CH:4]=[C:5]([C:13]2[CH:18]=[C:17]([CH2:19][N:20]3[CH2:25][CH2:24][C:23](=O)[CH2:22][CH2:21]3)[CH:16]=[CH:15][N:14]=2)[CH:6]=[C:7]([O:11][CH3:12])[C:8]=1[O:9][CH3:10].[NH2:27][C:28]1[CH:33]=[CH:32][CH:31]=[CH:30][CH:29]=1. (5) Given the product [N+:17]([C:14]1[CH:15]=[CH:16][C:11]([S:10][C:7]2[CH:8]=[CH:9][CH:4]=[CH:5][C:6]=2[C:24]#[N:25])=[CH:12][CH:13]=1)([O-:19])=[O:18], predict the reactants needed to synthesize it. The reactants are: [N+]([C:4]1[CH:9]=[CH:8][C:7]([S:10][C:11]2[CH:16]=[CH:15][C:14]([N+:17]([O-:19])=[O:18])=[CH:13][CH:12]=2)=[CH:6][CH:5]=1)([O-])=O.[K].FC1C=CC=CC=1[C:24]#[N:25]. (6) Given the product [CH3:20][O:19][CH2:18][CH2:17][C@:11]1([C:14]([N:34]2[CH2:35][CH2:36][N:31]([C:27]3[CH:26]=[C:25]([C:24]([F:38])([F:23])[F:37])[CH:30]=[CH:29][N:28]=3)[CH2:32][CH2:33]2)=[O:16])[CH2:12][CH2:13][C@@H:9]([NH:8][C:6](=[O:7])[O:5][C:1]([CH3:2])([CH3:3])[CH3:4])[CH2:10]1, predict the reactants needed to synthesize it. The reactants are: [C:1]([O:5][C:6]([NH:8][C@@H:9]1[CH2:13][CH2:12][C@:11]([CH2:17][CH2:18][O:19][CH3:20])([C:14]([OH:16])=O)[CH2:10]1)=[O:7])([CH3:4])([CH3:3])[CH3:2].Cl.Cl.[F:23][C:24]([F:38])([F:37])[C:25]1[CH:30]=[CH:29][N:28]=[C:27]([N:31]2[CH2:36][CH2:35][NH:34][CH2:33][CH2:32]2)[CH:26]=1.C(N(CC)CC)C.F[P-](F)(F)(F)(F)F.N1(OC(N(C)C)=[N+](C)C)C2C=CC=CC=2N=N1. (7) Given the product [CH3:15][N:14]([CH3:16])[C:12]1[C:11]([C:17]([F:18])([F:19])[F:20])=[CH:10][C:9]2[NH:21][C:28](=[O:54])[CH2:29][C:30]([C:31]3[CH:36]=[CH:35][CH:34]=[C:33]([C:37]4[N:38]=[C:39]([CH2:45][OH:46])[S:40][C:41]=4[CH2:42][CH2:43][CH3:44])[CH:32]=3)=[N:7][C:8]=2[CH:13]=1, predict the reactants needed to synthesize it. The reactants are: C(OC(=O)[NH:7][C:8]1[CH:13]=[C:12]([N:14]([CH3:16])[CH3:15])[C:11]([C:17]([F:20])([F:19])[F:18])=[CH:10][C:9]=1[NH2:21])(C)(C)C.C(O[C:28](=[O:54])[CH2:29][C:30](=O)[C:31]1[CH:36]=[CH:35][CH:34]=[C:33]([C:37]2[N:38]=[C:39]([CH2:45][O:46]C3CCCCO3)[S:40][C:41]=2[CH2:42][CH2:43][CH3:44])[CH:32]=1)(C)(C)C.C(O)(C(F)(F)F)=O.